This data is from Full USPTO retrosynthesis dataset with 1.9M reactions from patents (1976-2016). The task is: Predict the reactants needed to synthesize the given product. (1) Given the product [NH2:15][C@@H:10]([C@@H:11]([CH3:14])[CH2:12][CH3:13])[C:9]([N:4]1[CH2:5][CH2:6][C@H:7]([OH:8])[C@@H:3]1[C:1]#[N:2])=[O:33], predict the reactants needed to synthesize it. The reactants are: [C:1]([C@H:3]1[C@@H:7]([OH:8])[CH2:6][CH2:5][N:4]1[C:9](=[O:33])[C@@H:10]([NH:15]C(OCC1C2CC3C(=CC=CC=3)C=2C=CC=1)=O)[C@@H:11]([CH3:14])[CH2:12][CH3:13])#[N:2].C(NCC)C. (2) Given the product [Cl:18][C:12]1[CH:11]=[C:10]([N:7]2[C:8]([CH3:9])=[C:4]([C:1]([C:24]3[CH:25]=[CH:26][C:21]([F:20])=[CH:22][CH:23]=3)=[CH2:2])[C:5]([CH3:19])=[N:6]2)[CH:17]=[CH:16][C:13]=1[C:14]#[N:15], predict the reactants needed to synthesize it. The reactants are: [C:1]([C:4]1[C:5]([CH3:19])=[N:6][N:7]([C:10]2[CH:17]=[CH:16][C:13]([C:14]#[N:15])=[C:12]([Cl:18])[CH:11]=2)[C:8]=1[CH3:9])(=O)[CH3:2].[F:20][C:21]1[CH:26]=[CH:25][C:24]([Mg]Br)=[CH:23][CH:22]=1.C1COCC1.[Cl-].[NH4+]. (3) Given the product [CH3:11][C:3]1[CH:4]=[CH:5][CH:6]=[C:7]([N+:8]([O-:10])=[O:9])[C:2]=1[S:19][C:16]1[CH:17]=[CH:18][C:13]([CH3:12])=[CH:14][CH:15]=1, predict the reactants needed to synthesize it. The reactants are: Cl[C:2]1[C:7]([N+:8]([O-:10])=[O:9])=[CH:6][CH:5]=[CH:4][C:3]=1[CH3:11].[CH3:12][C:13]1[CH:18]=[CH:17][C:16]([SH:19])=[CH:15][CH:14]=1.[H-].[Na+]. (4) Given the product [C:31](=[O:32])([O:33][CH2:34][C:35]([NH:47][CH2:46][CH2:45][CH2:44][N:39]1[CH:43]=[CH:42][N:41]=[CH:40]1)=[O:36])[O:30][CH2:29][O:28][C:15]1[C:14](=[O:38])[C:13]([C:11]([NH:10][CH2:9][C:3]2[CH:4]=[CH:5][C:6]([F:8])=[CH:7][C:2]=2[F:1])=[O:12])=[CH:27][N:17]2[C:16]=1[C:21](=[O:22])[N:20]1[C@@H:23]([CH3:26])[CH2:24][O:25][C@@H:19]1[CH2:18]2, predict the reactants needed to synthesize it. The reactants are: [F:1][C:2]1[CH:7]=[C:6]([F:8])[CH:5]=[CH:4][C:3]=1[CH2:9][NH:10][C:11]([C:13]1[C:14](=[O:38])[C:15]([O:28][CH2:29][O:30][C:31]([O:33][CH2:34][C:35](O)=[O:36])=[O:32])=[C:16]2[C:21](=[O:22])[N:20]3[C@@H:23]([CH3:26])[CH2:24][O:25][C@@H:19]3[CH2:18][N:17]2[CH:27]=1)=[O:12].[N:39]1([CH2:44][CH2:45][CH2:46][NH2:47])[CH:43]=[CH:42][N:41]=[CH:40]1.C(N(CC)C(C)C)(C)C.CN(C(ON1N=NC2C=CC=NC1=2)=[N+](C)C)C.F[P-](F)(F)(F)(F)F. (5) The reactants are: [OH:1][CH2:2][CH2:3][O:4][CH2:5][CH2:6][NH:7][C:8]([C:10]1[CH:11]=[C:12]([CH:16]=[CH:17][CH:18]=1)[C:13]([OH:15])=O)=[O:9].CN(C(ON1N=N[C:29]2[CH:30]=[CH:31][CH:32]=[N:33][C:28]1=2)=[N+](C)C)C.F[P-](F)(F)(F)(F)F.C(N(C(C)C)C(C)C)C.[NH2:52][C:53]1[CH:77]=[CH:76][C:75](N2CCCCC2)=[CH:74][C:54]=1[C:55]([NH:57][C:58]1[CH:63]=[N:62][C:61]([C:64]2[CH:69]=[CH:68][CH:67]=[C:66]([C:70]([F:73])([F:72])[F:71])[CH:65]=2)=[CH:60][N:59]=1)=[O:56]. Given the product [OH:1][CH2:2][CH2:3][O:4][CH2:5][CH2:6][NH:7][C:8](=[O:9])[C:10]1[CH:18]=[CH:17][CH:16]=[C:12]([C:13]([NH:52][C:53]2([N:33]3[CH2:28][CH2:29][CH2:30][CH2:31][CH2:32]3)[CH:77]=[CH:76][CH:75]=[CH:74][CH:54]2[C:55](=[O:56])[NH:57][C:58]2[CH:63]=[N:62][C:61]([C:64]3[CH:69]=[CH:68][CH:67]=[C:66]([C:70]([F:73])([F:71])[F:72])[CH:65]=3)=[CH:60][N:59]=2)=[O:15])[CH:11]=1, predict the reactants needed to synthesize it. (6) Given the product [CH2:30]([N:22]([CH2:21][C@H:10]1[C@@H:11]([O:13][CH2:14][C:15]2[CH:20]=[CH:19][CH:18]=[CH:17][CH:16]=2)[CH2:12][NH:8][CH2:9]1)[C:23]1[CH:24]=[CH:25][C:26]([Cl:29])=[CH:27][CH:28]=1)[C:31]1[CH:32]=[CH:33][CH:34]=[CH:35][CH:36]=1, predict the reactants needed to synthesize it. The reactants are: C(OC([N:8]1[CH2:12][C@H:11]([O:13][CH2:14][C:15]2[CH:20]=[CH:19][CH:18]=[CH:17][CH:16]=2)[C@H:10]([CH2:21][N:22]([CH2:30][C:31]2[CH:36]=[CH:35][CH:34]=[CH:33][CH:32]=2)[C:23]2[CH:28]=[CH:27][C:26]([Cl:29])=[CH:25][CH:24]=2)[CH2:9]1)=O)(C)(C)C.CC#N.O.CC#N.